Dataset: hERG potassium channel inhibition data for cardiac toxicity prediction from Karim et al.. Task: Regression/Classification. Given a drug SMILES string, predict its toxicity properties. Task type varies by dataset: regression for continuous values (e.g., LD50, hERG inhibition percentage) or binary classification for toxic/non-toxic outcomes (e.g., AMES mutagenicity, cardiotoxicity, hepatotoxicity). Dataset: herg_karim. (1) The drug is CCCN1CNc2cc(Nc3ccnc4cc(Cl)ccc34)ccc2C1. The result is 1 (blocker). (2) The compound is Cc1ncc(-c2ccnc(Nc3ccc(N4CCN(C(=O)CO)CC4)cc3)n2)n1C(C)C. The result is 0 (non-blocker).